Dataset: Retrosynthesis with 50K atom-mapped reactions and 10 reaction types from USPTO. Task: Predict the reactants needed to synthesize the given product. (1) The reactants are: BrCc1ccccc1.CC(=O)c1ccc(O)cc1C. Given the product CC(=O)c1ccc(OCc2ccccc2)cc1C, predict the reactants needed to synthesize it. (2) Given the product N#Cc1c[nH]c2ccc(CCNC(=O)c3ccc(-c4ccnc(NCCCCCN5CCOCC5)n4)cc3)cc12, predict the reactants needed to synthesize it. The reactants are: N#Cc1c[nH]c2ccc(CCNC(=O)c3ccc(-c4ccnc(Cl)n4)cc3)cc12.NCCCCCN1CCOCC1. (3) Given the product Cc1ncc(CO)cc1OC(=O)c1cccs1, predict the reactants needed to synthesize it. The reactants are: Cc1ncc(CO)cc1O.O=C(Cl)c1cccs1.